Dataset: Full USPTO retrosynthesis dataset with 1.9M reactions from patents (1976-2016). Task: Predict the reactants needed to synthesize the given product. (1) Given the product [N:19]1[NH:20][N:21]=[N:17][C:16]=1[C:8]1[S:9][C:10]2=[N:11][CH:12]=[CH:13][CH:14]=[C:15]2[C:7]=1[O:6][CH2:5][C:4]([OH:3])=[O:18], predict the reactants needed to synthesize it. The reactants are: C([O:3][C:4](=[O:18])[CH2:5][O:6][C:7]1[C:15]2[C:10](=[N:11][CH:12]=[CH:13][CH:14]=2)[S:9][C:8]=1[C:16]#[N:17])C.[N-:19]=[N+:20]=[N-:21].[Na+].Cl. (2) The reactants are: [Br:1][C:2]1[CH:7]=[CH:6][C:5](/[CH:8]=[CH:9]/[C:10]([OH:12])=O)=[CH:4][CH:3]=1.ON1C2C=CC=CC=2N=N1.Cl.CN(C)CCCN=C=NCC.C(N(CC)CC)C.[NH2:42][C:43]1[CH:44]=[C:45]2[C:49](=[CH:50][CH:51]=1)[N:48]([CH2:52][C:53]([C:61]1[CH:66]=[CH:65][C:64]([F:67])=[CH:63][C:62]=1[F:68])([OH:60])[CH2:54][N:55]1[CH:59]=[N:58][CH:57]=[N:56]1)[N:47]=[CH:46]2. Given the product [Br:1][C:2]1[CH:3]=[CH:4][C:5](/[CH:8]=[CH:9]/[C:10]([NH:42][C:43]2[CH:44]=[C:45]3[C:49](=[CH:50][CH:51]=2)[N:48]([CH2:52][C:53]([C:61]2[CH:66]=[CH:65][C:64]([F:67])=[CH:63][C:62]=2[F:68])([OH:60])[CH2:54][N:55]2[CH:59]=[N:58][CH:57]=[N:56]2)[N:47]=[CH:46]3)=[O:12])=[CH:6][CH:7]=1, predict the reactants needed to synthesize it. (3) Given the product [CH3:22][C:23]1[O:27][N:26]=[C:25]([C:28]2([NH:32][C:12]([C:10]3[CH:9]=[N:8][C:7]([N:15]4[CH2:18][C:17]([F:20])([F:19])[CH2:16]4)=[C:6]([O:5][CH2:4][CH:1]4[CH2:2][CH2:3]4)[N:11]=3)=[O:14])[CH2:31][CH2:30][CH2:29]2)[N:24]=1, predict the reactants needed to synthesize it. The reactants are: [CH:1]1([CH2:4][O:5][C:6]2[N:11]=[C:10]([C:12]([OH:14])=O)[CH:9]=[N:8][C:7]=2[N:15]2[CH2:18][C:17]([F:20])([F:19])[CH2:16]2)[CH2:3][CH2:2]1.Cl.[CH3:22][C:23]1[O:27][N:26]=[C:25]([C:28]2([NH2:32])[CH2:31][CH2:30][CH2:29]2)[N:24]=1. (4) Given the product [Br:34][C:35]1[C:43]2[C:38](=[CH:39][C:40]([O:44][CH2:45][CH2:46][OH:47])=[CH:41][CH:42]=2)[NH:37][C:36]=1[C:48]([NH:51][CH2:52][C:53]1[CH:58]=[CH:57][C:56]([Cl:59])=[C:55]([O:60][C:61]2[CH:62]=[C:63]([C:64]#[N:65])[CH:66]=[C:67]([Cl:69])[CH:68]=2)[C:54]=1[F:70])=[O:50], predict the reactants needed to synthesize it. The reactants are: CN(C(ON1N=NC2C=CC=NC1=2)=[N+](C)C)C.F[P-](F)(F)(F)(F)F.CCN(C(C)C)C(C)C.[Br:34][C:35]1[C:43]2[C:38](=[CH:39][C:40]([O:44][CH2:45][CH2:46][OH:47])=[CH:41][CH:42]=2)[NH:37][C:36]=1[C:48]([OH:50])=O.[NH2:51][CH2:52][C:53]1[C:54]([F:70])=[C:55]([O:60][C:61]2[CH:62]=[C:63]([CH:66]=[C:67]([Cl:69])[CH:68]=2)[C:64]#[N:65])[C:56]([Cl:59])=[CH:57][CH:58]=1. (5) Given the product [C:1]([O:5][C:6]([N:8]1[CH2:13][CH2:12][CH2:11][CH:10]([N:14]2[C:18]3=[N:19][CH:20]=[N:21][C:22]([O:24][C:25]4[CH:32]=[CH:31][CH:30]=[CH:29][C:26]=4[C:27]#[N:28])=[C:17]3[CH:16]=[N:15]2)[CH2:9]1)=[O:7])([CH3:4])([CH3:3])[CH3:2], predict the reactants needed to synthesize it. The reactants are: [C:1]([O:5][C:6]([N:8]1[CH2:13][CH2:12][CH2:11][CH:10]([N:14]2[C:18]3=[N:19][CH:20]=[N:21][C:22](Cl)=[C:17]3[CH:16]=[N:15]2)[CH2:9]1)=[O:7])([CH3:4])([CH3:3])[CH3:2].[OH:24][C:25]1[CH:32]=[CH:31][CH:30]=[CH:29][C:26]=1[C:27]#[N:28].C(=O)([O-])[O-].[K+].[K+]. (6) The reactants are: [N:1]([CH2:4][C:5]1[N:10]=[CH:9][CH:8]=[CH:7]N=1)=[N+:2]=[N-:3].[CH:11](N(CC)C(C)C)(C)C.[Cl:20][C:21]1[CH:22]=[C:23]([C:28]2([C:45]([F:48])([F:47])[F:46])[O:32][N:31]=[C:30]([C:33]3[C:42]4[C:37](=[CH:38][CH:39]=[CH:40][CH:41]=4)[C:36]([C:43]#[CH:44])=[CH:35][CH:34]=3)[CH2:29]2)[CH:24]=[C:25]([Cl:27])[CH:26]=1. Given the product [Cl:20][C:21]1[CH:22]=[C:23]([C:28]2([C:45]([F:46])([F:48])[F:47])[O:32][N:31]=[C:30]([C:33]3[C:42]4[C:37](=[CH:38][CH:39]=[CH:40][CH:41]=4)[C:36]([C:43]4[N:3]=[N:2][N:1]([CH2:4][C:5]5[CH:11]=[CH:7][CH:8]=[CH:9][N:10]=5)[CH:44]=4)=[CH:35][CH:34]=3)[CH2:29]2)[CH:24]=[C:25]([Cl:27])[CH:26]=1, predict the reactants needed to synthesize it. (7) Given the product [Br:1][C:23]1[C:22]([C:24]2[CH:29]=[CH:28][CH:27]=[CH:26][CH:25]=2)=[N:21][N:15]2[C:16]([Si:17]([CH3:20])([CH3:19])[CH3:18])=[C:11]([O:10][CH3:9])[CH:12]=[CH:13][C:14]=12, predict the reactants needed to synthesize it. The reactants are: [Br:1]N1C(=O)CCC1=O.[CH3:9][O:10][C:11]1[CH:12]=[CH:13][C:14]2[N:15]([N:21]=[C:22]([C:24]3[CH:29]=[CH:28][CH:27]=[CH:26][CH:25]=3)[CH:23]=2)[C:16]=1[Si:17]([CH3:20])([CH3:19])[CH3:18].C(=O)(O)[O-].[Na+]. (8) Given the product [CH2:27]([C:3]1[N:4]=[C:5]([CH2:24][CH2:25][CH3:26])[N:6]([CH2:9][C:10]2[CH:15]=[CH:14][C:13]([C:16]3[C:17]([C:22]#[N:23])=[CH:18][CH:19]=[CH:20][CH:21]=3)=[CH:12][CH:11]=2)[C:7](=[O:8])[C:2]=1[CH:29]=[CH2:30])[CH3:28], predict the reactants needed to synthesize it. The reactants are: Br[C:2]1[C:7](=[O:8])[N:6]([CH2:9][C:10]2[CH:15]=[CH:14][C:13]([C:16]3[C:17]([C:22]#[N:23])=[CH:18][CH:19]=[CH:20][CH:21]=3)=[CH:12][CH:11]=2)[C:5]([CH2:24][CH2:25][CH3:26])=[N:4][C:3]=1[CH2:27][CH3:28].[CH2:29]([Sn](CCCC)(CCCC)C=C)[CH2:30]CC.[Cl-].[Li+].